From a dataset of Catalyst prediction with 721,799 reactions and 888 catalyst types from USPTO. Predict which catalyst facilitates the given reaction. (1) Reactant: [CH:1]1([CH3:11])[CH2:6][CH2:5][CH:4]([CH:7]([CH3:9])[CH3:8])[CH:3]([OH:10])[CH2:2]1.[C:12]1(=[O:18])[O:17][C:15](=[O:16])[CH:14]=[CH:13]1. Product: [CH:7]([CH:4]1[CH2:5][CH2:6][CH:1]([CH3:11])[CH2:2][CH:3]1[O:10][C:12](/[CH:13]=[CH:14]\[C:15]([OH:17])=[O:16])=[O:18])([CH3:8])[CH3:9]. The catalyst class is: 237. (2) Reactant: [CH2:1]([O:8][C:9](=[O:25])[NH:10][C@@H:11]1[C:14](=[O:15])[NH:13][C@@H:12]1[CH2:16][N:17]1[N:21]=[C:20]([CH:22](O)[CH3:23])[CH:19]=[N:18]1)[C:2]1[CH:7]=[CH:6][CH:5]=[CH:4][CH:3]=1.[C:26]([O:30][C:31](=[O:47])[NH:32]/[C:33](=[N:39]\[C:40]([O:42][C:43]([CH3:46])([CH3:45])[CH3:44])=[O:41])/[N:34]1[CH:38]=[CH:37][CH:36]=[N:35]1)([CH3:29])([CH3:28])[CH3:27].C1(P(C2C=CC=CC=2)C2C=CC=CC=2)C=CC=CC=1.CC(OC(/N=N/C(OC(C)C)=O)=O)C. Product: [C:43]([O:42][C:40](=[O:41])[N:39]([CH:22]([C:20]1[CH:19]=[N:18][N:17]([CH2:16][C@@H:12]2[C@H:11]([NH:10][C:9]([O:8][CH2:1][C:2]3[CH:7]=[CH:6][CH:5]=[CH:4][CH:3]=3)=[O:25])[C:14](=[O:15])[NH:13]2)[N:21]=1)[CH3:23])/[C:33](=[N:32]/[C:31]([O:30][C:26]([CH3:29])([CH3:28])[CH3:27])=[O:47])/[N:34]1[CH:38]=[CH:37][CH:36]=[N:35]1)([CH3:46])([CH3:45])[CH3:44]. The catalyst class is: 1. (3) Reactant: [F:1][C:2]1[CH:3]=[C:4]([CH:14]=[CH:15][CH:16]=1)[CH2:5][N:6]1[CH:11]=[CH:10][C:9]([OH:12])=[CH:8][C:7]1=[O:13].[I:17]N1C(=O)CCC1=O.ClC(Cl)C(O)=O. Product: [F:1][C:2]1[CH:3]=[C:4]([CH:14]=[CH:15][CH:16]=1)[CH2:5][N:6]1[CH:11]=[CH:10][C:9]([OH:12])=[C:8]([I:17])[C:7]1=[O:13]. The catalyst class is: 10. (4) Reactant: [C:1]1([S:15]([OH:18])(=[O:17])=[O:16])[C:10]2[CH:9]=[CH:8][CH:7]=[C:6]([S:11]([OH:14])(=[O:13])=[O:12])[C:5]=2[CH:4]=[CH:3][CH:2]=1.[CH2:19]([C:21]1[CH:22]=[C:23]([CH:62]=[CH:63][C:64]=1[CH2:65][CH3:66])[CH2:24][C@@H:25]([NH:41][C:42]([N:44]1[CH2:49][CH2:48][CH:47]([N:50]2[CH2:56][CH2:55][C:54]3[CH:57]=[CH:58][CH:59]=[CH:60][C:53]=3[NH:52][C:51]2=[O:61])[CH2:46][CH2:45]1)=[O:43])[C:26]([N:28]1[CH2:33][CH2:32][N:31]([CH:34]2[CH2:39][CH2:38][N:37]([CH3:40])[CH2:36][CH2:35]2)[CH2:30][CH2:29]1)=[O:27])[CH3:20]. Product: [CH2:19]([C:21]1[CH:22]=[C:23]([CH:62]=[CH:63][C:64]=1[CH2:65][CH3:66])[CH2:24][C@@H:25]([NH:41][C:42]([N:44]1[CH2:49][CH2:48][CH:47]([N:50]2[CH2:56][CH2:55][C:54]3[CH:57]=[CH:58][CH:59]=[CH:60][C:53]=3[NH:52][C:51]2=[O:61])[CH2:46][CH2:45]1)=[O:43])[C:26]([N:28]1[CH2:29][CH2:30][N:31]([CH:34]2[CH2:35][CH2:36][N:37]([CH3:40])[CH2:38][CH2:39]2)[CH2:32][CH2:33]1)=[O:27])[CH3:20].[C:1]1([S:15]([O-:18])(=[O:17])=[O:16])[C:10]2[CH:9]=[CH:8][CH:7]=[C:6]([S:11]([O-:14])(=[O:13])=[O:12])[C:5]=2[CH:4]=[CH:3][CH:2]=1. The catalyst class is: 32.